This data is from Full USPTO retrosynthesis dataset with 1.9M reactions from patents (1976-2016). The task is: Predict the reactants needed to synthesize the given product. (1) Given the product [Cl:1][C:2]1[CH:18]=[C:17]([NH:19][C:20]2[C:21]3[N:28]([CH3:29])[CH:27]=[CH:26][C:22]=3[N:23]=[CH:24][N:25]=2)[CH:16]=[CH:15][C:3]=1[O:4][C:5]1[CH:6]=[C:7]([CH:12]=[CH:13][CH:14]=1)[C:8]([OH:10])=[O:9], predict the reactants needed to synthesize it. The reactants are: [Cl:1][C:2]1[CH:18]=[C:17]([NH:19][C:20]2[C:21]3[N:28]([CH3:29])[CH:27]=[CH:26][C:22]=3[N:23]=[CH:24][N:25]=2)[CH:16]=[CH:15][C:3]=1[O:4][C:5]1[CH:6]=[C:7]([CH:12]=[CH:13][CH:14]=1)[C:8]([O:10]C)=[O:9].CO.[OH-].[Na+]. (2) The reactants are: [CH3:1][O:2][C:3]([C:5]1([CH2:18][O:19][CH3:20])[CH2:9][CH2:8][N:7]([CH2:10][C:11]([O:13]C(C)(C)C)=[O:12])[CH2:6]1)=[O:4].FC(F)(F)C(O)=O. Given the product [CH3:1][O:2][C:3]([C:5]1([CH2:18][O:19][CH3:20])[CH2:9][CH2:8][N:7]([CH2:10][C:11]([OH:13])=[O:12])[CH2:6]1)=[O:4], predict the reactants needed to synthesize it. (3) Given the product [CH2:1]([O:8][CH2:9][CH:10]([CH2:12][O:13][Si:14]([C:17]([CH3:20])([CH3:19])[CH3:18])([CH3:15])[CH3:16])[O:11][CH3:23])[C:2]1[CH:7]=[CH:6][CH:5]=[CH:4][CH:3]=1, predict the reactants needed to synthesize it. The reactants are: [CH2:1]([O:8][CH2:9][CH:10]([CH2:12][O:13][Si:14]([C:17]([CH3:20])([CH3:19])[CH3:18])([CH3:16])[CH3:15])[OH:11])[C:2]1[CH:7]=[CH:6][CH:5]=[CH:4][CH:3]=1.[H-].[Na+].[CH3:23]I. (4) Given the product [CH3:17][N:9]1[C:10]2[C:15](=[CH:14][CH:13]=[CH:12][CH:11]=2)[CH:16]=[C:8]1[C:6]([NH:5][CH2:4][C:3]([OH:18])=[O:2])=[O:7], predict the reactants needed to synthesize it. The reactants are: C[O:2][C:3](=[O:18])[CH2:4][NH:5][C:6]([C:8]1[N:9]([CH3:17])[C:10]2[C:15]([CH:16]=1)=[CH:14][CH:13]=[CH:12][CH:11]=2)=[O:7].[OH-].[Li+].Cl. (5) Given the product [Si:1]([O:18][C@H:19]1[C:28]2[C:23](=[CH:24][CH:25]=[CH:26][CH:27]=2)[C@H:22]([NH2:29])[CH2:21][CH2:20]1)([C:14]([CH3:16])([CH3:17])[CH3:15])([C:8]1[CH:9]=[CH:10][CH:11]=[CH:12][CH:13]=1)[C:2]1[CH:7]=[CH:6][CH:5]=[CH:4][CH:3]=1, predict the reactants needed to synthesize it. The reactants are: [Si:1]([O:18][C@H:19]1[C:28]2[C:23](=[CH:24][CH:25]=[CH:26][CH:27]=2)[C@H:22]([NH:29]C(=O)C(F)(F)F)[CH2:21][CH2:20]1)([C:14]([CH3:17])([CH3:16])[CH3:15])([C:8]1[CH:13]=[CH:12][CH:11]=[CH:10][CH:9]=1)[C:2]1[CH:7]=[CH:6][CH:5]=[CH:4][CH:3]=1.CO.C(=O)([O-])[O-].[K+].[K+]. (6) The reactants are: [NH2:1][C@@H:2]([C:6]1[CH:11]=[CH:10][CH:9]=[CH:8][CH:7]=1)[CH2:3][CH2:4][OH:5].[N:12]([C:15]1[CH:20]=[CH:19][C:18]([C:21]2[N:25]=[CH:24][N:23]([C:26]3[CH:31]=[CH:30][C:29]([O:32][C:33]([F:36])([F:35])[F:34])=[CH:28][CH:27]=3)[N:22]=2)=[CH:17][CH:16]=1)=[C:13]=[S:14]. Given the product [OH:5][CH2:4][CH2:3][C@@H:2]([NH:1][C:13]([NH:12][C:15]1[CH:16]=[CH:17][C:18]([C:21]2[N:25]=[CH:24][N:23]([C:26]3[CH:31]=[CH:30][C:29]([O:32][C:33]([F:36])([F:34])[F:35])=[CH:28][CH:27]=3)[N:22]=2)=[CH:19][CH:20]=1)=[S:14])[C:6]1[CH:11]=[CH:10][CH:9]=[CH:8][CH:7]=1, predict the reactants needed to synthesize it. (7) Given the product [CH3:1][O:2][C:3]1[C:4]([CH2:5][NH2:6])=[C:7]([CH:12]([CH2:14][CH:15]=[CH2:16])[CH3:13])[CH:8]=[C:9]([CH3:11])[N:10]=1, predict the reactants needed to synthesize it. The reactants are: [CH3:1][O:2][C:3]1[N:10]=[C:9]([CH3:11])[CH:8]=[C:7]([CH:12]([CH2:14][CH:15]=[CH2:16])[CH3:13])[C:4]=1[C:5]#[N:6].[H-].[H-].[H-].[H-].[Li+].[Al+3]. (8) Given the product [S:1]1[C:5]2[CH:6]=[CH:7][CH:8]=[CH:9][C:4]=2[N:3]=[C:2]1[NH:10][C:11]([C:13]1[CH:14]=[CH:15][CH:16]=[C:17]2[C:22]=1[CH2:21][N:20]([C:23]1[N:28]=[C:27]([C:29]([O:31][C:32]([CH3:33])([CH3:35])[CH3:34])=[O:30])[C:26]([C:55]3[CH:54]=[CH:53][N:52]=[C:51]([Cl:50])[C:56]=3[CH3:57])=[CH:25][CH:24]=1)[CH2:19][CH2:18]2)=[O:12], predict the reactants needed to synthesize it. The reactants are: [S:1]1[C:5]2[CH:6]=[CH:7][CH:8]=[CH:9][C:4]=2[N:3]=[C:2]1[NH:10][C:11]([C:13]1[CH:14]=[CH:15][CH:16]=[C:17]2[C:22]=1[CH2:21][N:20]([C:23]1[N:28]=[C:27]([C:29]([O:31][C:32]([CH3:35])([CH3:34])[CH3:33])=[O:30])[C:26](B3OC(C)(C)C(C)(C)O3)=[CH:25][CH:24]=1)[CH2:19][CH2:18]2)=[O:12].C([O-])(O)=O.[Na+].[Cl:50][C:51]1[C:56]([CH3:57])=[C:55](I)[CH:54]=[CH:53][N:52]=1.